From a dataset of Catalyst prediction with 721,799 reactions and 888 catalyst types from USPTO. Predict which catalyst facilitates the given reaction. Reactant: CC(C)([O:4][C@H:5]1[C@:9]2([CH3:23])[CH2:10][CH2:11][C@@H:12]3[C@@H:21]([C@H:8]2[CH2:7][CH2:6]1)[CH2:20][C@@H:19]1[C:14](=[CH:15][C:16](=[O:22])[CH2:17][CH2:18]1)[CH2:13]3)C.Cl. Product: [OH:4][C@H:5]1[C@:9]2([CH3:23])[CH2:10][CH2:11][C@@H:12]3[C@@H:21]([C@H:8]2[CH2:7][CH2:6]1)[CH2:20][C@@H:19]1[C:14](=[CH:15][C:16](=[O:22])[CH2:17][CH2:18]1)[CH2:13]3. The catalyst class is: 5.